This data is from M1 muscarinic receptor antagonist screen with 61,756 compounds. The task is: Binary Classification. Given a drug SMILES string, predict its activity (active/inactive) in a high-throughput screening assay against a specified biological target. (1) The compound is O=C(N1CCN(CC1)c1c(c(ccc1)C)C)C. The result is 0 (inactive). (2) The drug is Clc1cc(N2CCN(CC2)CCNC(=O)c2c3c(n(c4c3cccc4)C)c(=O)n(c2)C)ccc1. The result is 0 (inactive). (3) The molecule is O=C(NCC(N1CCN(CC1)c1c(OC)cccc1)c1cccnc1)C1CCCCC1. The result is 0 (inactive).